From a dataset of Forward reaction prediction with 1.9M reactions from USPTO patents (1976-2016). Predict the product of the given reaction. (1) The product is: [CH3:7][C:6]1[S:5][C:4]([C:8]([O:10][CH3:11])=[O:9])=[CH:3][C:2]=1[B:15]1[O:16][C:17]([CH3:19])([CH3:18])[C:13]([CH3:29])([CH3:12])[O:14]1. Given the reactants Br[C:2]1[CH:3]=[C:4]([C:8]([O:10][CH3:11])=[O:9])[S:5][C:6]=1[CH3:7].[CH3:12][C:13]1([CH3:29])[C:17]([CH3:19])([CH3:18])[O:16][B:15]([B:15]2[O:16][C:17]([CH3:19])([CH3:18])[C:13]([CH3:29])([CH3:12])[O:14]2)[O:14]1.C([O-])(=O)C.[K+], predict the reaction product. (2) Given the reactants [Cl:1][C:2]1[CH:7]=[C:6]([N+:8]([O-:10])=[O:9])[CH:5]=[CH:4][C:3]=1F.[F:12][C:13]([F:22])([F:21])[C:14]1[CH:15]=[C:16]([SH:20])[CH:17]=[CH:18][CH:19]=1.C(=O)([O-])[O-].[K+].[K+].C(=O)(O)[O-].[Na+], predict the reaction product. The product is: [Cl:1][C:2]1[CH:7]=[C:6]([N+:8]([O-:10])=[O:9])[CH:5]=[CH:4][C:3]=1[S:20][C:16]1[CH:17]=[CH:18][CH:19]=[C:14]([C:13]([F:12])([F:21])[F:22])[CH:15]=1. (3) The product is: [Cl:26][C:27]1[CH:28]=[C:29]([C:34]2[N:37]=[C:23]([CH:11]3[CH2:10][CH:9]([C:6]4[CH:5]=[CH:4][C:3]([CH2:1][CH3:2])=[CH:8][CH:7]=4)[CH2:14][N:13]([C:15]([N:17]4[CH2:22][CH2:21][O:20][CH2:19][CH2:18]4)=[O:16])[CH2:12]3)[O:24][N:35]=2)[CH:30]=[CH:31][C:32]=1[F:33]. Given the reactants [CH2:1]([C:3]1[CH:8]=[CH:7][C:6]([CH:9]2[CH2:14][N:13]([C:15]([N:17]3[CH2:22][CH2:21][O:20][CH2:19][CH2:18]3)=[O:16])[CH2:12][CH:11]([C:23](O)=[O:24])[CH2:10]2)=[CH:5][CH:4]=1)[CH3:2].[Cl:26][C:27]1[CH:28]=[C:29]([C:34](=[NH:37])[NH:35]O)[CH:30]=[CH:31][C:32]=1[F:33], predict the reaction product. (4) Given the reactants [F:1][C:2]1[CH:3]=[C:4]([CH:22]=[C:23]([F:25])[CH:24]=1)[CH2:5][C@H:6]1[C@@H:10]([C@H:11]2[CH2:20][C:19]3[C:14](=[CH:15][CH:16]=[CH:17][CH:18]=3)[CH2:13][NH:12]2)[O:9][C:8](=[O:21])[NH:7]1.[CH3:26][O:27][C:28]1[CH:35]=[CH:34][C:31]([CH:32]=O)=[CH:30][CH:29]=1.[BH-](OC(C)=O)(OC(C)=O)OC(C)=O.[Na+].C(OCC)(=O)C, predict the reaction product. The product is: [F:1][C:2]1[CH:3]=[C:4]([CH:22]=[C:23]([F:25])[CH:24]=1)[CH2:5][C@H:6]1[C@@H:10]([C@H:11]2[CH2:20][C:19]3[C:14](=[CH:15][CH:16]=[CH:17][CH:18]=3)[CH2:13][N:12]2[CH2:32][C:31]2[CH:34]=[CH:35][C:28]([O:27][CH3:26])=[CH:29][CH:30]=2)[O:9][C:8](=[O:21])[NH:7]1. (5) Given the reactants Br[C:2]1[CH:7]=[CH:6][C:5]([C:8]2[N:13]=[C:12]3[O:14][C:15]([CH3:27])([CH3:26])[CH2:16][CH:17]([NH:18][C:19](=[O:25])[O:20][C:21]([CH3:24])([CH3:23])[CH3:22])[C:11]3=[CH:10][C:9]=2[C:28]2[CH:33]=[CH:32][C:31]([Cl:34])=[CH:30][CH:29]=2)=[C:4]([Cl:35])[CH:3]=1.[NH:36]1[CH:40]=[CH:39][CH:38]=[N:37]1.OC1C=CC=CC=1C=NO.C([O-])([O-])=O.[Cs+].[Cs+], predict the reaction product. The product is: [Cl:34][C:31]1[CH:30]=[CH:29][C:28]([C:9]2[CH:10]=[C:11]3[C@H:17]([NH:18][C:19](=[O:25])[O:20][C:21]([CH3:23])([CH3:24])[CH3:22])[CH2:16][C:15]([CH3:26])([CH3:27])[O:14][C:12]3=[N:13][C:8]=2[C:5]2[CH:6]=[CH:7][C:2]([N:36]3[CH:40]=[CH:39][CH:38]=[N:37]3)=[CH:3][C:4]=2[Cl:35])=[CH:33][CH:32]=1. (6) Given the reactants [Br:1][C:2]1[C:3](Cl)=[N:4][CH:5]=[C:6]([CH:21]=1)[C:7]([NH:9][C:10]1[CH:15]=[CH:14][C:13]([S:16][C:17]([F:20])([F:19])[F:18])=[CH:12][CH:11]=1)=[O:8].[NH:23]1[CH2:27][CH2:26][C@H:25]([CH2:28][OH:29])[CH2:24]1, predict the reaction product. The product is: [Br:1][C:2]1[C:3]([N:23]2[CH2:27][CH2:26][C@H:25]([CH2:28][OH:29])[CH2:24]2)=[N:4][CH:5]=[C:6]([CH:21]=1)[C:7]([NH:9][C:10]1[CH:15]=[CH:14][C:13]([S:16][C:17]([F:20])([F:19])[F:18])=[CH:12][CH:11]=1)=[O:8]. (7) Given the reactants Br[C:2]1[C:10]2[C:6](=[N:7][S:8][N:9]=2)[C:5](Br)=[CH:4][CH:3]=1.[CH2:12]([C:18]1[CH:22]=[CH:21][S:20][C:19]=1B1OC(C)(C)C(C)(C)O1)[CH2:13][CH2:14][CH2:15][CH2:16][CH3:17].C(=O)([O-])[O-].[Na+].[Na+], predict the reaction product. The product is: [CH2:12]([C:18]1[CH:22]=[CH:21][S:20][C:19]=1[C:2]1[C:10]2[C:6](=[N:7][S:8][N:9]=2)[C:5]([C:19]2[S:20][CH:21]=[CH:22][C:18]=2[CH2:12][CH2:13][CH2:14][CH2:15][CH2:16][CH3:17])=[CH:4][CH:3]=1)[CH2:13][CH2:14][CH2:15][CH2:16][CH3:17]. (8) Given the reactants C(O)(=O)C.S(=O)(=O)(O)O.[CH:10]1[C:18]2[C:17]3[CH:19]=[CH:20][CH:21]=[CH:22][C:16]=3[S:15](=[O:24])(=[O:23])[C:14]=2[CH:13]=[CH:12][CH:11]=1.[N+:25]([O-])([OH:27])=[O:26], predict the reaction product. The product is: [N+:25]([C:21]1[CH:20]=[CH:19][C:17]2[C:18]3[CH:10]=[CH:11][CH:12]=[CH:13][C:14]=3[S:15](=[O:24])(=[O:23])[C:16]=2[CH:22]=1)([O-:27])=[O:26]. (9) Given the reactants [N:1]([CH:4]1[CH2:9][CH:8]([C:10]2[CH:15]=[CH:14][CH:13]=[C:12]([F:16])[C:11]=2[F:17])[CH2:7][N:6]([CH2:18][C:19]([F:22])([F:21])[F:20])[C:5]1=[O:23])=[N+]=[N-].[C:24](O[C:32]([O:34][C:35]([CH3:38])([CH3:37])[CH3:36])=[O:33])([O:26][C:27]([CH3:30])([CH3:29])[CH3:28])=[O:25], predict the reaction product. The product is: [NH:6]([CH2:7][CH3:8])[CH2:5][CH3:4].[C:27]([O:26][C:24](=[O:25])[NH:1][C@@H:4]1[CH2:9][C@H:8]([C:10]2[CH:15]=[CH:14][CH:13]=[C:12]([F:16])[C:11]=2[F:17])[CH2:7][N:6]([CH2:18][C:19]([F:22])([F:21])[F:20])[C:5]1=[O:23])([CH3:30])([CH3:29])[CH3:28].[C:35]([O:34][C:32](=[O:33])[NH:1][C@H:4]1[CH2:9][C@@H:8]([C:10]2[CH:15]=[CH:14][CH:13]=[C:12]([F:16])[C:11]=2[F:17])[CH2:7][N:6]([CH2:18][C:19]([F:22])([F:20])[F:21])[C:5]1=[O:23])([CH3:36])([CH3:37])[CH3:38].